Task: Predict which catalyst facilitates the given reaction.. Dataset: Catalyst prediction with 721,799 reactions and 888 catalyst types from USPTO (1) Reactant: [CH2:1]([O:3][C:4](=[O:23])[C:5]1[CH:10]=[CH:9][C:8]([NH:11][C:12](=[O:22])[C:13]2[CH:18]=[CH:17][CH:16]=[C:15]([N+:19]([O-])=O)[CH:14]=2)=[CH:7][CH:6]=1)[CH3:2].[Sn].Cl. Product: [CH2:1]([O:3][C:4](=[O:23])[C:5]1[CH:6]=[CH:7][C:8]([NH:11][C:12](=[O:22])[C:13]2[CH:18]=[CH:17][CH:16]=[C:15]([NH2:19])[CH:14]=2)=[CH:9][CH:10]=1)[CH3:2]. The catalyst class is: 1. (2) Reactant: [Cl-].O[NH3+:3].[C:4](=[O:7])([O-])[OH:5].[Na+].CS(C)=O.[CH2:13]([C:15]1[N:16]([C:40]2[CH:45]=[CH:44][C:43]([O:46][CH3:47])=[CH:42][CH:41]=2)[C:17](=[O:39])[C:18]([CH2:24][C:25]2[CH:30]=[CH:29][C:28]([C:31]3[C:32]([C:37]#[N:38])=[CH:33][CH:34]=[CH:35][CH:36]=3)=[CH:27][CH:26]=2)=[C:19]([CH2:21][CH2:22][CH3:23])[N:20]=1)[CH3:14]. Product: [CH2:13]([C:15]1[N:16]([C:40]2[CH:45]=[CH:44][C:43]([O:46][CH3:47])=[CH:42][CH:41]=2)[C:17](=[O:39])[C:18]([CH2:24][C:25]2[CH:30]=[CH:29][C:28]([C:31]3[CH:36]=[CH:35][CH:34]=[CH:33][C:32]=3[C:37]3[NH:3][C:4](=[O:7])[O:5][N:38]=3)=[CH:27][CH:26]=2)=[C:19]([CH2:21][CH2:22][CH3:23])[N:20]=1)[CH3:14]. The catalyst class is: 13. (3) Reactant: [C:1]1([C:43]2[CH:48]=[CH:47][CH:46]=[CH:45][CH:44]=2)[CH:6]=[CH:5][CH:4]=[CH:3][C:2]=1[CH2:7][C:8]([N:10]1[CH2:14][CH2:13][CH:12]([NH:15][C:16]2[N:25]=[C:24]([N:26]3[CH2:31][CH2:30][CH2:29][CH:28]([NH:32]C(=O)OCC4C=CC=CC=4)[CH2:27]3)[C:23]3[C:18](=[CH:19][CH:20]=[CH:21][CH:22]=3)[N:17]=2)[CH2:11]1)=[O:9].Cl. Product: [NH2:32][CH:28]1[CH2:29][CH2:30][CH2:31][N:26]([C:24]2[C:23]3[C:18](=[CH:19][CH:20]=[CH:21][CH:22]=3)[N:17]=[C:16]([NH:15][CH:12]3[CH2:13][CH2:14][N:10]([C:8](=[O:9])[CH2:7][C:2]4[CH:3]=[CH:4][CH:5]=[CH:6][C:1]=4[C:43]4[CH:48]=[CH:47][CH:46]=[CH:45][CH:44]=4)[CH2:11]3)[N:25]=2)[CH2:27]1. The catalyst class is: 381.